Dataset: Forward reaction prediction with 1.9M reactions from USPTO patents (1976-2016). Task: Predict the product of the given reaction. (1) The product is: [CH3:39][S:40]([OH:43])(=[O:42])=[O:41].[CH3:1][S:2]([CH2:5][C:6]([NH:8][CH2:9][CH2:10][N:11]1[C:19]2[C:18]([NH:20][C:21]3[CH:26]=[CH:25][C:24]([O:27][C:28]4[CH:33]=[CH:32][CH:31]=[C:30]([C:34]([F:36])([F:37])[F:35])[CH:29]=4)=[C:23]([CH3:38])[CH:22]=3)=[N:17][CH:16]=[N:15][C:14]=2[CH:13]=[CH:12]1)=[O:7])(=[O:3])=[O:4]. Given the reactants [CH3:1][S:2]([CH2:5][C:6]([NH:8][CH2:9][CH2:10][N:11]1[C:19]2[C:18]([NH:20][C:21]3[CH:26]=[CH:25][C:24]([O:27][C:28]4[CH:33]=[CH:32][CH:31]=[C:30]([C:34]([F:37])([F:36])[F:35])[CH:29]=4)=[C:23]([CH3:38])[CH:22]=3)=[N:17][CH:16]=[N:15][C:14]=2[CH:13]=[CH:12]1)=[O:7])(=[O:4])=[O:3].[CH3:39][S:40]([OH:43])(=[O:42])=[O:41], predict the reaction product. (2) Given the reactants Cl[C:2]1[CH:7]=[CH:6][C:5]([O:8][CH3:9])=[CH:4][C:3]=1[N+:10]([O-:12])=[O:11].[C:13]1([NH2:20])[CH:18]=[CH:17][C:16]([NH2:19])=[CH:15][CH:14]=1.C([O-])([O-])=O.[K+].[K+], predict the reaction product. The product is: [CH3:9][O:8][C:5]1[CH:6]=[CH:7][C:2]([NH:19][C:16]2[CH:17]=[CH:18][C:13]([NH2:20])=[CH:14][CH:15]=2)=[C:3]([N+:10]([O-:12])=[O:11])[CH:4]=1.